Predict the reactants needed to synthesize the given product. From a dataset of Full USPTO retrosynthesis dataset with 1.9M reactions from patents (1976-2016). (1) Given the product [CH2:1]([N:8]1[CH2:17][CH2:16][C:15]2[C:14]([NH:27][C:24]3[CH:25]=[N:26][C:21]([C:20]([F:29])([F:19])[F:28])=[CH:22][CH:23]=3)=[N:13][CH:12]=[N:11][C:10]=2[CH2:9]1)[C:2]1[CH:7]=[CH:6][CH:5]=[CH:4][CH:3]=1, predict the reactants needed to synthesize it. The reactants are: [CH2:1]([N:8]1[CH2:17][CH2:16][C:15]2[C:14](Cl)=[N:13][CH:12]=[N:11][C:10]=2[CH2:9]1)[C:2]1[CH:7]=[CH:6][CH:5]=[CH:4][CH:3]=1.[F:19][C:20]([F:29])([F:28])[C:21]1[N:26]=[CH:25][C:24]([NH2:27])=[CH:23][CH:22]=1.I.O. (2) Given the product [CH3:21][S:22]([O:10][C:5]1[CH:6]=[C:7]([CH2:8][CH3:9])[C:2]([Cl:1])=[CH:3][C:4]=1[N+:11]([O-:13])=[O:12])(=[O:24])=[O:23], predict the reactants needed to synthesize it. The reactants are: [Cl:1][C:2]1[C:7]([CH2:8][CH3:9])=[CH:6][C:5]([OH:10])=[C:4]([N+:11]([O-:13])=[O:12])[CH:3]=1.C(N(CC)CC)C.[CH3:21][S:22](Cl)(=[O:24])=[O:23].O.